Dataset: Peptide-MHC class II binding affinity with 134,281 pairs from IEDB. Task: Regression. Given a peptide amino acid sequence and an MHC pseudo amino acid sequence, predict their binding affinity value. This is MHC class II binding data. (1) The peptide sequence is NFISGIQYLAGLSTLPGNPA. The MHC is DRB5_0101 with pseudo-sequence DRB5_0101. The binding affinity (normalized) is 0.408. (2) The peptide sequence is EPLQGPFNFRFLTEKGMKNV. The MHC is HLA-DPA10201-DPB10501 with pseudo-sequence HLA-DPA10201-DPB10501. The binding affinity (normalized) is 0.799. (3) The peptide sequence is FSLECIMDVGEIQNK. The MHC is DRB1_0404 with pseudo-sequence DRB1_0404. The binding affinity (normalized) is 0.619. (4) The peptide sequence is QEPFKNLKTGKYAKM. The MHC is HLA-DQA10201-DQB10202 with pseudo-sequence HLA-DQA10201-DQB10202. The binding affinity (normalized) is 0. (5) The peptide sequence is HELIMKDGRKLVVPCR. The MHC is DRB1_0401 with pseudo-sequence DRB1_0401. The binding affinity (normalized) is 0.182.